Dataset: Forward reaction prediction with 1.9M reactions from USPTO patents (1976-2016). Task: Predict the product of the given reaction. (1) Given the reactants [Br:1][C:2]1[CH:3]=[C:4]([CH:7]=[C:8]([F:10])[CH:9]=1)[CH:5]=O.[CH3:11][N:12]1[CH2:17][CH2:16][NH:15][CH2:14][CH2:13]1.CC(O)=O.[BH3-]C#N.[Na+], predict the reaction product. The product is: [Br:1][C:2]1[CH:3]=[C:4]([CH:7]=[C:8]([F:10])[CH:9]=1)[CH2:5][N:15]1[CH2:16][CH2:17][N:12]([CH3:11])[CH2:13][CH2:14]1. (2) Given the reactants [Cl:1][C:2]1[S:6][C:5]([C:7]2[S:8][C:9]([S:12](Cl)(=[O:14])=[O:13])=[CH:10][CH:11]=2)=[CH:4][CH:3]=1.[C:16]([O:20][C:21]([N:23]1[C:31]2[CH:30]=[CH:29][N:28]=[CH:27][C:26]=2[CH:25]=[C:24]1[CH2:32][N:33]1[CH2:37][CH2:36][C@H:35]([NH2:38])[C:34]1=[O:39])=[O:22])([CH3:19])([CH3:18])[CH3:17], predict the reaction product. The product is: [C:16]([O:20][C:21]([N:23]1[C:31]2[CH:30]=[CH:29][N:28]=[CH:27][C:26]=2[CH:25]=[C:24]1[CH2:32][N:33]1[CH2:37][CH2:36][C@H:35]([NH:38][S:12]([C:9]2[S:8][C:7]([C:5]3[S:6][C:2]([Cl:1])=[CH:3][CH:4]=3)=[CH:11][CH:10]=2)(=[O:14])=[O:13])[C:34]1=[O:39])=[O:22])([CH3:19])([CH3:17])[CH3:18]. (3) Given the reactants [OH:1][C:2]1[C:11]2[C:6](=[CH:7][CH:8]=[CH:9][CH:10]=2)[C:5]([CH:12]=[O:13])=[CH:4][CH:3]=1.[Si:14](Cl)([C:17]([CH3:20])([CH3:19])[CH3:18])([CH3:16])[CH3:15].N1C=CN=C1, predict the reaction product. The product is: [Si:14]([O:1][C:2]1[C:11]2[C:6](=[CH:7][CH:8]=[CH:9][CH:10]=2)[C:5]([CH:12]=[O:13])=[CH:4][CH:3]=1)([C:17]([CH3:20])([CH3:19])[CH3:18])([CH3:16])[CH3:15]. (4) Given the reactants [CH2:1]([N:8]1[C:16]2[C:11](=[CH:12][C:13]([C:17]3[CH:22]=[CH:21][C:20]([O:23]C)=[CH:19][CH:18]=3)=[CH:14][CH:15]=2)[C:10]([CH3:25])=[C:9]1[CH3:26])[C:2]1[CH:7]=[CH:6][CH:5]=[CH:4][CH:3]=1.B(Br)(Br)Br, predict the reaction product. The product is: [CH2:1]([N:8]1[C:16]2[C:11](=[CH:12][C:13]([C:17]3[CH:18]=[CH:19][C:20]([OH:23])=[CH:21][CH:22]=3)=[CH:14][CH:15]=2)[C:10]([CH3:25])=[C:9]1[CH3:26])[C:2]1[CH:3]=[CH:4][CH:5]=[CH:6][CH:7]=1. (5) Given the reactants C[O:2][C:3](=[O:29])[CH2:4][CH2:5][C:6]1[CH:10]=[C:9]([CH3:11])[N:8]([CH:12]([O:20][CH2:21][C:22]2[CH:27]=[CH:26][C:25]([Cl:28])=[CH:24][CH:23]=2)[C:13]2[CH:18]=[C:17]([Cl:19])[CH:16]=[CH:15][CH:14]=2)[N:7]=1.[Li+].[OH-], predict the reaction product. The product is: [Cl:19][C:17]1[CH:16]=[CH:15][CH:14]=[C:13]([CH:18]=1)[CH:12]([O:20][CH2:21][C:22]1[CH:23]=[CH:24][C:25]([Cl:28])=[CH:26][CH:27]=1)[N:8]1[C:9]([CH3:11])=[CH:10][C:6]([CH2:5][CH2:4][C:3]([OH:29])=[O:2])=[N:7]1. (6) Given the reactants C(=O)([O-])[O-].[Cs+].[Cs+].C1(P(C2C=CC=CC=2)C2C=CC3C(=CC=CC=3)C=2C2C3C(=CC=CC=3)C=CC=2P(C2C=CC=CC=2)C2C=CC=CC=2)C=CC=CC=1.FC(F)(F)S(O[C:59]1[CH:64]=[CH:63][C:62]([C:65]2[CH:70]=[CH:69][C:68]([C:71]([O:73][CH3:74])=[O:72])=[CH:67][CH:66]=2)=[CH:61][CH:60]=1)(=O)=O.[C:77]1([CH:83]2[CH2:88][CH2:87][NH:86][CH2:85][CH2:84]2)[CH:82]=[CH:81][CH:80]=[CH:79][CH:78]=1, predict the reaction product. The product is: [C:77]1([CH:83]2[CH2:84][CH2:85][N:86]([C:59]3[CH:64]=[CH:63][C:62]([C:65]4[CH:70]=[CH:69][C:68]([C:71]([O:73][CH3:74])=[O:72])=[CH:67][CH:66]=4)=[CH:61][CH:60]=3)[CH2:87][CH2:88]2)[CH:82]=[CH:81][CH:80]=[CH:79][CH:78]=1. (7) The product is: [NH2:1][C:2]1[S:6][CH:5]=[N:4][C:3]=1[C:7]([NH:17][C:16]1[CH:18]=[CH:19][C:13]([Cl:12])=[CH:14][CH:15]=1)=[O:9]. Given the reactants [NH2:1][C:2]1[S:6][CH:5]=[N:4][C:3]=1[C:7]([O:9]CC)=O.[Cl:12][C:13]1[CH:19]=[CH:18][C:16]([NH2:17])=[CH:15][CH:14]=1, predict the reaction product. (8) Given the reactants [CH2:1]([N:8]1[CH2:17][C:16]2[CH:15]=[N:14][C:13]([CH3:18])=[C:12]([C:19]([NH2:21])=[O:20])[C:11]=2[CH2:10][CH2:9]1)[C:2]1[CH:7]=[CH:6][CH:5]=[CH:4][CH:3]=1.[H-].[Na+].[H][H].[C:26]12([CH2:36]Br)[CH2:35][CH:30]3[CH2:31][CH:32]([CH2:34][CH:28]([CH2:29]3)[CH2:27]1)[CH2:33]2, predict the reaction product. The product is: [C:26]12([CH2:36][NH:21][C:19]([C:12]3[C:11]4[CH2:10][CH2:9][N:8]([CH2:1][C:2]5[CH:3]=[CH:4][CH:5]=[CH:6][CH:7]=5)[CH2:17][C:16]=4[CH:15]=[N:14][C:13]=3[CH3:18])=[O:20])[CH2:27][CH:28]3[CH2:34][CH:32]([CH2:31][CH:30]([CH2:29]3)[CH2:35]1)[CH2:33]2.